From a dataset of Rat liver microsome stability data. Regression/Classification. Given a drug SMILES string, predict its absorption, distribution, metabolism, or excretion properties. Task type varies by dataset: regression for continuous measurements (e.g., permeability, clearance, half-life) or binary classification for categorical outcomes (e.g., BBB penetration, CYP inhibition). Dataset: rlm. (1) The compound is CC1(C)CC(=O)C2=C(C1)N=C(Nc1nc3ccccc3o1)NC2c1ccccc1Cl. The result is 1 (stable in rat liver microsomes). (2) The drug is CS(=O)(=O)c1cccc(-c2cc(N3CC(N)C(c4cc(F)c(F)cc4F)C3)ncn2)c1. The result is 0 (unstable in rat liver microsomes). (3) The molecule is O=C(N[C@@H]1CC[C@@]2(O)[C@H]3Cc4ccc(O)c5c4[C@@]2(CCN3CC2CC2)[C@H]1O5)c1ccc(I)cc1.O=C(O)C(=O)O. The result is 0 (unstable in rat liver microsomes). (4) The drug is Cc1cnc(-c2ccccc2C(C)C)nc1NCc1ccc(-c2cccnc2)cc1. The result is 1 (stable in rat liver microsomes). (5) The compound is Cc1ccc(-c2nc3ccccc3o2)cc1NC(=O)COc1ccccc1. The result is 1 (stable in rat liver microsomes). (6) The compound is CCC(=O)N1CCN(C(=O)c2cnc3ccc(F)cc3c2N2CCC(C)(C#N)CC2)CC1. The result is 0 (unstable in rat liver microsomes). (7) The drug is Cn1cc/c(=N\c2ccc(Oc3ccc(C(F)(F)F)cc3)cc2)c2ccc(Cl)cc21. The result is 0 (unstable in rat liver microsomes).